This data is from Full USPTO retrosynthesis dataset with 1.9M reactions from patents (1976-2016). The task is: Predict the reactants needed to synthesize the given product. (1) The reactants are: C1(C=CC=C(O)C=1)O.[Br:9][C:10]1[CH:15]=[CH:14][C:13]([CH2:16][C:17](Cl)=[O:18])=[CH:12][CH:11]=1.BrC1C=CC(C[C:28]([C:30]2[CH:35]=[CH:34][C:33]([OH:36])=[CH:32][C:31]=2O)=[O:29])=CC=1.C([O-])=O. Given the product [Br:9][C:10]1[CH:15]=[CH:14][C:13]([C:16]2[C:28](=[O:29])[C:30]3[C:31](=[CH:32][C:33]([OH:36])=[CH:34][CH:35]=3)[O:18][CH:17]=2)=[CH:12][CH:11]=1, predict the reactants needed to synthesize it. (2) Given the product [N:16]([CH2:15][C:14]1[CH:17]=[CH:18][C:11]([C:5]2[CH:6]=[CH:7][CH:8]=[CH:9][CH:10]=2)=[CH:12][CH:13]=1)=[C:1]=[S:2], predict the reactants needed to synthesize it. The reactants are: [C:1](Cl)(Cl)=[S:2].[C:5]1([C:11]2[CH:18]=[CH:17][C:14]([CH2:15][NH2:16])=[CH:13][CH:12]=2)[CH:10]=[CH:9][CH:8]=[CH:7][CH:6]=1.[OH-].[Na+]. (3) Given the product [O:40]([C:37]1[CH:38]=[CH:39][C:34]([S:31]([N:30]2[CH:22]=[CH:23][NH:24][C:25](=[O:42])[C@H:26]2[CH2:27][C:28]#[CH:29])(=[O:33])=[O:32])=[CH:35][CH:36]=1)[CH3:41], predict the reactants needed to synthesize it. The reactants are: C1(S(N2C=CNC(=O)[C@H]2CC#C)(=O)=O)C=CC=CC=1.CO[CH:22](OC)[CH2:23][NH:24][C:25](=[O:42])[C@H:26]([NH:30][S:31]([C:34]1[CH:39]=[CH:38][C:37]([O:40][CH3:41])=[CH:36][CH:35]=1)(=[O:33])=[O:32])[CH2:27][C:28]#[CH:29]. (4) Given the product [Cl:13][C:10]1[CH:9]=[CH:8][C:7]([C:5]2[S:4][C:3]([C:14]([O:16][CH3:17])=[O:15])=[C:2]([NH:1][C:23]([NH:22][C:20](=[O:21])[C:19]([Cl:26])([Cl:25])[Cl:18])=[O:24])[CH:6]=2)=[CH:12][CH:11]=1, predict the reactants needed to synthesize it. The reactants are: [NH2:1][C:2]1[CH:6]=[C:5]([C:7]2[CH:12]=[CH:11][C:10]([Cl:13])=[CH:9][CH:8]=2)[S:4][C:3]=1[C:14]([O:16][CH3:17])=[O:15].[Cl:18][C:19]([Cl:26])([Cl:25])[C:20]([N:22]=[C:23]=[O:24])=[O:21]. (5) Given the product [Cl:1][C:2]1[N:3]=[C:4]2[C:10]([N:9]([CH3:13])[C:8](=[O:14])[CH2:7][CH2:6][N:5]2[CH2:15][CH2:16][N:27]2[CH2:32][CH2:31][CH2:30][CH2:29][CH2:28]2)=[CH:11][N:12]=1, predict the reactants needed to synthesize it. The reactants are: [Cl:1][C:2]1[N:3]=[C:4]2[C:10](=[CH:11][N:12]=1)[N:9]([CH3:13])[C:8](=[O:14])[CH2:7][CH2:6][N:5]2[CH2:15][C:16]1C(C)=NOC=1C.Cl.ClCC[N:27]1[CH2:32][CH2:31][CH2:30][CH2:29][CH2:28]1.[H-].[Na+].